Dataset: Forward reaction prediction with 1.9M reactions from USPTO patents (1976-2016). Task: Predict the product of the given reaction. (1) Given the reactants [C:1]([O:5][C:6]([N:8]1[CH2:12][CH2:11][C@H:10]([C:13](O)=[O:14])[CH2:9]1)=[O:7])([CH3:4])([CH3:3])[CH3:2].O1CCCC1.B.CSC.CO, predict the reaction product. The product is: [OH:14][CH2:13][C@H:10]1[CH2:11][CH2:12][N:8]([C:6]([O:5][C:1]([CH3:4])([CH3:3])[CH3:2])=[O:7])[CH2:9]1. (2) Given the reactants [Cl:1][C:2]1[CH:3]=[C:4]([C:9]2[CH:10]=[C:11]3[C:16](=[CH:17][CH:18]=2)[N:15]=[CH:14][C:13]([C:19]([CH:21]2[CH2:23][CH2:22]2)=[O:20])=[C:12]3[NH:24][CH2:25][CH2:26][N:27]2[CH2:32][CH2:31][N:30](C(OC(C)(C)C)=O)[CH2:29][CH2:28]2)[CH:5]=[CH:6][C:7]=1[OH:8].C(O)(C(F)(F)F)=O, predict the reaction product. The product is: [Cl:1][C:2]1[CH:3]=[C:4]([C:9]2[CH:10]=[C:11]3[C:16](=[CH:17][CH:18]=2)[N:15]=[CH:14][C:13]([C:19]([CH:21]2[CH2:23][CH2:22]2)=[O:20])=[C:12]3[NH:24][CH2:25][CH2:26][N:27]2[CH2:32][CH2:31][NH:30][CH2:29][CH2:28]2)[CH:5]=[CH:6][C:7]=1[OH:8]. (3) Given the reactants [NH2:1][CH2:2][C:3]1[C:12](=[O:13])[C:11]2[C:6](=[CH:7][C:8]([O:14][CH3:15])=[CH:9][CH:10]=2)[N:5]([C:16]2[CH:21]=[CH:20][CH:19]=[CH:18][CH:17]=2)[C:4]=1[C:22]([O:24][CH3:25])=[O:23].[F:26][C:27]1[CH:35]=[CH:34][C:30]([C:31](Cl)=[O:32])=[CH:29][CH:28]=1, predict the reaction product. The product is: [CH3:25][O:24][C:22]([C:4]1[N:5]([C:16]2[CH:17]=[CH:18][CH:19]=[CH:20][CH:21]=2)[C:6]2[C:11]([C:12](=[O:13])[C:3]=1[CH2:2][NH:1][C:31](=[O:32])[C:30]1[CH:34]=[CH:35][C:27]([F:26])=[CH:28][CH:29]=1)=[CH:10][CH:9]=[C:8]([O:14][CH3:15])[CH:7]=2)=[O:23]. (4) Given the reactants [CH2:1]([O:3][C:4](=[O:12])[C:5]([CH3:11])([CH3:10])[CH2:6][CH2:7][CH2:8]Br)[CH3:2].NC(N)=[S:15].[OH-].[Na+], predict the reaction product. The product is: [CH2:1]([O:3][C:4](=[O:12])[C:5]([CH3:11])([CH3:10])[CH2:6][CH2:7][CH2:8][SH:15])[CH3:2]. (5) The product is: [Br:38][C:35]1[CH:36]=[CH:37][C:32]([N:13]2[CH2:14][CH2:15][C:11]3([CH2:10][CH:9]([NH:16][C:17]([O:19][CH2:20][C:21]4[O:25][N:24]=[C:23]([C:26]([O:28][CH2:29][CH3:30])=[O:27])[CH:22]=4)=[O:18])[CH2:8]3)[CH2:12]2)=[N:33][CH:34]=1. Given the reactants FC(F)(F)C(O)=O.[CH2:8]1[C:11]2([CH2:15][CH2:14][NH:13][CH2:12]2)[CH2:10][CH:9]1[NH:16][C:17]([O:19][CH2:20][C:21]1[O:25][N:24]=[C:23]([C:26]([O:28][CH2:29][CH3:30])=[O:27])[CH:22]=1)=[O:18].F[C:32]1[CH:37]=[CH:36][C:35]([Br:38])=[CH:34][N:33]=1, predict the reaction product. (6) The product is: [CH3:24][C:25]1[CH:29]=[C:28]([N:30]2[C:34](=[O:35])[N:33]([CH2:36][C:37]3[CH:38]=[CH:39][C:40]([S:43]([CH3:46])(=[O:45])=[O:44])=[CH:41][CH:42]=3)[N:32]=[CH:31]2)[S:27][C:26]=1[C:47]([NH:50][CH2:51][C:52]1[CH:53]=[N:54][CH:55]=[CH:56][CH:57]=1)=[O:49]. Given the reactants FC1C=CC(CN2C(=O)N(C3SC(C(O)=O)=C(C)C=3)C=N2)=CC=1.[CH3:24][C:25]1[CH:29]=[C:28]([N:30]2[C:34](=[O:35])[N:33]([CH2:36][C:37]3[CH:42]=[CH:41][C:40]([S:43]([CH3:46])(=[O:45])=[O:44])=[CH:39][CH:38]=3)[N:32]=[CH:31]2)[S:27][C:26]=1[C:47]([OH:49])=O.[NH2:50][CH2:51][C:52]1[CH:53]=[N:54][CH:55]=[CH:56][CH:57]=1, predict the reaction product.